Dataset: Reaction yield outcomes from USPTO patents with 853,638 reactions. Task: Predict the reaction yield, written as a fraction of the theoretical maximum amount of product (1.0 means a 100% yield; for example, 0.34 means a 34% yield). (1) The reactants are I[C:2]1[C:3]([NH:8][C@H:9]([C:11]2[N:16]([C:17]3[CH:22]=[CH:21][CH:20]=[CH:19][CH:18]=3)[C:15](=[O:23])[C:14]3=[CH:24][CH:25]=[CH:26][N:13]3[N:12]=2)[CH3:10])=[N:4][CH:5]=[N:6][CH:7]=1.[F:27][C:28]1[CH:29]=[C:30](B(O)O)[CH:31]=[C:32]([OH:34])[CH:33]=1.C(=O)([O-])[O-].[Na+].[Na+]. No catalyst specified. The product is [F:27][C:28]1[CH:29]=[C:30]([C:2]2[C:3]([NH:8][C@H:9]([C:11]3[N:16]([C:17]4[CH:22]=[CH:21][CH:20]=[CH:19][CH:18]=4)[C:15](=[O:23])[C:14]4=[CH:24][CH:25]=[CH:26][N:13]4[N:12]=3)[CH3:10])=[N:4][CH:5]=[N:6][CH:7]=2)[CH:31]=[C:32]([OH:34])[CH:33]=1. The yield is 0.520. (2) The reactants are C([O:3][C:4]([C:6]1[CH:7]=[N:8][C:9]2[C:14]([C:15]=1[OH:16])=[CH:13][CH:12]=[CH:11][CH:10]=2)=[O:5])C. The catalyst is [OH-].[Na+]. The product is [O:16]=[C:15]1[C:14]2[C:9](=[CH:10][CH:11]=[CH:12][CH:13]=2)[NH:8][CH:7]=[C:6]1[C:4]([OH:5])=[O:3]. The yield is 0.920. (3) The reactants are [CH3:1][C:2]1[C:3]([C@H:8]2[CH2:13][CH2:12][CH2:11][C@@H:10]([C:14]3[C:19]([CH3:20])=[CH:18][CH:17]=[CH:16][N:15]=3)[NH:9]2)=[N:4][CH:5]=[CH:6][CH:7]=1.Br[CH2:22][C:23]1[C:24]([C:28]#[N:29])=[CH:25][S:26][CH:27]=1.CCN(C(C)C)C(C)C. The catalyst is CN(C=O)C. The product is [CH3:1][C:2]1[C:3]([CH:8]2[CH2:13][CH2:12][CH2:11][CH:10]([C:14]3[C:19]([CH3:20])=[CH:18][CH:17]=[CH:16][N:15]=3)[N:9]2[CH2:22][C:23]2[C:24]([C:28]#[N:29])=[CH:25][S:26][CH:27]=2)=[N:4][CH:5]=[CH:6][CH:7]=1. The yield is 0.840.